Dataset: Reaction yield outcomes from USPTO patents with 853,638 reactions. Task: Predict the reaction yield, written as a fraction of the theoretical maximum amount of product (1.0 means a 100% yield; for example, 0.34 means a 34% yield). (1) The reactants are [CH2:1]([NH:8][CH:9]([C:21]1[CH:26]=[CH:25][CH:24]=[CH:23][CH:22]=1)[C:10]([O:12][C@@H:13]1[CH:18]2[CH2:19][CH2:20][N:15]([CH2:16][CH2:17]2)[CH2:14]1)=[O:11])[C:2]1[CH:7]=[CH:6][CH:5]=[CH:4][CH:3]=1.[Br:27][CH2:28][C:29]([C:31]1[CH:35]=[CH:34][S:33][CH:32]=1)=[O:30]. The catalyst is C(OCC)(=O)C.C(#N)C. The product is [Br-:27].[CH2:1]([NH:8][CH:9]([C:21]1[CH:26]=[CH:25][CH:24]=[CH:23][CH:22]=1)[C:10]([O:12][C@@H:13]1[CH:18]2[CH2:17][CH2:16][N+:15]([CH2:28][C:29](=[O:30])[C:31]3[CH:35]=[CH:34][S:33][CH:32]=3)([CH2:20][CH2:19]2)[CH2:14]1)=[O:11])[C:2]1[CH:3]=[CH:4][CH:5]=[CH:6][CH:7]=1. The yield is 0.140. (2) The reactants are [C:1](O[C:1](=[O:5])/[CH:2]=[CH:3]/[CH3:4])(=[O:5])/[CH:2]=[CH:3]/[CH3:4].[NH2:12][C:13]1[N:18]=[CH:17][C:16](/[CH:19]=[CH:20]/[C:21]([N:23]([CH3:35])[CH2:24][C:25]2[N:26]([CH3:34])[C:27]3[C:32]([CH:33]=2)=[CH:31][CH:30]=[CH:29][CH:28]=3)=[O:22])=[CH:15][CH:14]=1.C(=O)(O)[O-].[Na+]. The catalyst is C1COCC1. The product is [C:1]([NH:12][C:13]1[N:18]=[CH:17][C:16](/[CH:19]=[CH:20]/[C:21]([N:23]([CH3:35])[CH2:24][C:25]2[N:26]([CH3:34])[C:27]3[C:32]([CH:33]=2)=[CH:31][CH:30]=[CH:29][CH:28]=3)=[O:22])=[CH:15][CH:14]=1)(=[O:5])/[CH:2]=[CH:3]/[CH3:4]. The yield is 0.530. (3) The catalyst is O. The product is [BrH:26].[CH3:1][NH:2][CH2:13][C:14]1([C:19]([OH:21])=[O:20])[CH2:18][CH2:17][CH2:16][CH2:15]1. The yield is 0.480. The reactants are [CH3:1][N:2]([CH2:13][C:14]1([C:19]([OH:21])=[O:20])[CH2:18][CH2:17][CH2:16][CH2:15]1)S(C1C=CC(C)=CC=1)(=O)=O.C(O)(=O)C.[BrH:26]. (4) The reactants are [Cl:1][C:2]1[CH:3]=[CH:4][C:5]([N+:14]([O-:16])=[O:15])=[C:6]([CH2:8][C:9](OCC)=[O:10])[CH:7]=1.[H-].C([Al+]CC(C)C)C(C)C.C1(C)C=CC=CC=1. The catalyst is C(OCC)C. The product is [Cl:1][C:2]1[CH:3]=[CH:4][C:5]([N+:14]([O-:16])=[O:15])=[C:6]([CH2:8][CH:9]=[O:10])[CH:7]=1. The yield is 0.700. (5) The reactants are [C:1](=[O:4])([OH:3])[NH2:2].N[C:6]1[C:14]2[C:9](=[CH:10][CH:11]=[CH:12][CH:13]=2)[NH:8][N:7]=1.[CH2:15]1[C:20](=[O:21])[N:19]([O:22][C:23](ON2C(=O)CCC2=O)=[O:24])[C:17](=[O:18])[CH2:16]1.N1C=CC=C[CH:34]=1. The catalyst is C(#N)C. The product is [CH3:34][O:4][C:1]([N:2]1[C:13]2[C:14](=[C:9]([NH:8][C:23]([O:22][N:19]3[C:20](=[O:21])[CH2:15][CH2:16][C:17]3=[O:18])=[O:24])[CH:10]=[CH:11][CH:12]=2)[CH:6]=[N:7]1)=[O:3]. The yield is 0.929.